This data is from TCR-epitope binding with 47,182 pairs between 192 epitopes and 23,139 TCRs. The task is: Binary Classification. Given a T-cell receptor sequence (or CDR3 region) and an epitope sequence, predict whether binding occurs between them. (1) The epitope is KLPDDFTGCV. The TCR CDR3 sequence is CASSELASGVNEQFF. Result: 0 (the TCR does not bind to the epitope). (2) The epitope is KAYNVTQAF. The TCR CDR3 sequence is CASSPGTPNEKLFF. Result: 1 (the TCR binds to the epitope). (3) The TCR CDR3 sequence is CSVEEDGELFF. The epitope is TAFTIPSI. Result: 0 (the TCR does not bind to the epitope). (4) The epitope is DATYQRTRALVR. The TCR CDR3 sequence is CSARDRGDEKLFF. Result: 1 (the TCR binds to the epitope).